Dataset: Reaction yield outcomes from USPTO patents with 853,638 reactions. Task: Predict the reaction yield, written as a fraction of the theoretical maximum amount of product (1.0 means a 100% yield; for example, 0.34 means a 34% yield). The reactants are [NH:1]1[CH2:6][CH2:5][CH2:4][CH:3]([NH:7][C:8](=[O:23])[CH2:9][C:10]2[S:14][C:13]([C:15]3[CH:20]=[CH:19][C:18]([Cl:21])=[CH:17][CH:16]=3)=[N:12][C:11]=2[CH3:22])[CH2:2]1.[CH3:24][O:25][C:26]([C:28]1[CH:29]=[C:30](OB(O)O)[CH:31]=[CH:32][CH:33]=1)=[O:27]. No catalyst specified. The product is [Cl:21][C:18]1[CH:17]=[CH:16][C:15]([C:13]2[S:14][C:10]([CH2:9][C:8]([NH:7][CH:3]3[CH2:4][CH2:5][CH2:6][N:1]([C:32]4[CH:33]=[C:28]([CH:29]=[CH:30][CH:31]=4)[C:26]([O:25][CH3:24])=[O:27])[CH2:2]3)=[O:23])=[C:11]([CH3:22])[N:12]=2)=[CH:20][CH:19]=1. The yield is 0.590.